Dataset: Retrosynthesis with 50K atom-mapped reactions and 10 reaction types from USPTO. Task: Predict the reactants needed to synthesize the given product. (1) Given the product N#Cc1ccc2ncc(-c3nccc(N[C@@H]4CCCNC4)n3)n2c1, predict the reactants needed to synthesize it. The reactants are: CC(C)(C)OC(=O)N1CCC[C@@H](Nc2ccnc(-c3cnc4ccc(C#N)cn34)n2)C1. (2) Given the product CCOC(=O)N1C[C@H](O)C[C@H]1CCOc1ccc(Cl)cc1CCc1ccccc1, predict the reactants needed to synthesize it. The reactants are: CCOC(=O)N1C[C@H](O)C[C@H]1CCCl.Oc1ccc(Cl)cc1CCc1ccccc1. (3) The reactants are: Cc1c(Cl)cccc1NS(=O)(=O)c1ccc(C(=O)O)cc1. Given the product Cc1c(Cl)cccc1NS(=O)(=O)c1ccc(CO)cc1, predict the reactants needed to synthesize it. (4) Given the product CC(=O)Oc1cc(NS(=O)(=O)c2cccc3ccccc23)ccc1C(=O)O, predict the reactants needed to synthesize it. The reactants are: CC(=O)Oc1cc(NS(=O)(=O)c2cccc3ccccc23)ccc1C(=O)OCc1ccccc1. (5) Given the product O=[N+]([O-])c1ccc(NCCCn2ccnc2)cc1, predict the reactants needed to synthesize it. The reactants are: NCCCn1ccnc1.O=[N+]([O-])c1ccc(F)cc1. (6) Given the product COc1cc(Cl)c(NC(=O)OC(C)(C)C)cc1OCc1c(OC)ccc(F)c1F, predict the reactants needed to synthesize it. The reactants are: CC(C)(C)OC(=O)OC(=O)OC(C)(C)C.COc1cc(Cl)c(N)cc1OCc1c(OC)ccc(F)c1F.